From a dataset of Human liver microsome stability data. Regression/Classification. Given a drug SMILES string, predict its absorption, distribution, metabolism, or excretion properties. Task type varies by dataset: regression for continuous measurements (e.g., permeability, clearance, half-life) or binary classification for categorical outcomes (e.g., BBB penetration, CYP inhibition). Dataset: hlm. (1) The compound is COc1ccc2c(O[C@@H]3C[C@H]4C(=O)N[C@]5(C(=O)NS(=O)(=O)C6(C)CC6)C[C@H]5C=CCCCCC[C@H](NC(=O)c5ccn(C)n5)C(=O)N4C3)cc(OC(C)C)nc2c1C. The result is 0 (unstable in human liver microsomes). (2) The drug is CN(c1nn(CCC(C)(C)C)c(=O)c(C2=NS(=O)(=O)c3cc(NS(C)(=O)=O)ccc3N2)c1O)C(C)(C)C. The result is 1 (stable in human liver microsomes).